Dataset: Peptide-MHC class I binding affinity with 185,985 pairs from IEDB/IMGT. Task: Regression. Given a peptide amino acid sequence and an MHC pseudo amino acid sequence, predict their binding affinity value. This is MHC class I binding data. The peptide sequence is ISNQEPLKL. The MHC is HLA-B58:01 with pseudo-sequence HLA-B58:01. The binding affinity (normalized) is 0.570.